From a dataset of Full USPTO retrosynthesis dataset with 1.9M reactions from patents (1976-2016). Predict the reactants needed to synthesize the given product. (1) Given the product [C:1]([O:12][CH2:17][CH2:16][CH2:15][N:14]([CH3:19])[CH3:13])(=[O:11])/[CH:2]=[CH:3]/[CH2:4][CH2:5][CH2:6][CH2:7][CH2:8][CH2:9][CH3:10], predict the reactants needed to synthesize it. The reactants are: [C:1]([OH:12])(=[O:11])/[CH:2]=[CH:3]/[CH2:4][CH2:5][CH2:6][CH2:7][CH2:8][CH2:9][CH3:10].[CH3:13][N:14]([CH3:19])[CH2:15][CH2:16][CH2:17]O. (2) Given the product [Cl:10][C:11]1[C:16]([Cl:17])=[CH:15][CH:14]=[CH:13][C:12]=1[S:18]([NH:9][C:3]1[C:2]([Cl:1])=[N:7][C:6]([Cl:8])=[CH:5][N:4]=1)(=[O:20])=[O:19], predict the reactants needed to synthesize it. The reactants are: [Cl:1][C:2]1[C:3]([NH2:9])=[N:4][CH:5]=[C:6]([Cl:8])[N:7]=1.[Cl:10][C:11]1[C:16]([Cl:17])=[CH:15][CH:14]=[CH:13][C:12]=1[S:18](Cl)(=[O:20])=[O:19].